Dataset: Full USPTO retrosynthesis dataset with 1.9M reactions from patents (1976-2016). Task: Predict the reactants needed to synthesize the given product. The reactants are: [N+:1]([C:4]1[NH:8][C:7]([C:9]([NH:11][CH:12]([C:14]2[N:19]=[N:18][C:17]([NH:20][C:21]3[CH:26]=[C:25]([O:27][CH3:28])[C:24]([O:29][CH3:30])=[C:23]([O:31][CH3:32])[CH:22]=3)=[N:16][CH:15]=2)[CH3:13])=O)=[CH:6][CH:5]=1)([O-:3])=[O:2].N1C=NC=N1.P(Cl)(Cl)(Cl)=O. Given the product [CH3:13][C:12]1[N:11]=[C:9]([C:7]2[NH:8][C:4]([N+:1]([O-:3])=[O:2])=[CH:5][CH:6]=2)[N:19]2[C:14]=1[CH:15]=[N:16][C:17]([NH:20][C:21]1[CH:26]=[C:25]([O:27][CH3:28])[C:24]([O:29][CH3:30])=[C:23]([O:31][CH3:32])[CH:22]=1)=[N:18]2, predict the reactants needed to synthesize it.